Dataset: Full USPTO retrosynthesis dataset with 1.9M reactions from patents (1976-2016). Task: Predict the reactants needed to synthesize the given product. Given the product [N:5]([CH2:6][CH2:7][CH2:8][CH2:9][CH2:10][CH2:11][NH:12][C:13]([O:15][CH3:16])=[O:14])=[C:3]=[O:2], predict the reactants needed to synthesize it. The reactants are: C[O:2][C:3]([NH:5][CH2:6][CH2:7][CH2:8][CH2:9][CH2:10][CH2:11][NH:12][C:13]([O:15][CH3:16])=[O:14])=O.C(C1C=CC=CC=1C)C1C=CC=CC=1.C([O-])(=O)CCCCCCCCCCC.C([O-])(=O)CCCCCCCCCCC.C([Sn+2]CCCC)CCC.C[N+]1C=CNC=1.CCCS([O-])(=O)=O.